From a dataset of Full USPTO retrosynthesis dataset with 1.9M reactions from patents (1976-2016). Predict the reactants needed to synthesize the given product. (1) Given the product [C:48]([O:47][C:45](=[O:46])[CH2:44][N:27]([CH2:26][C:25]1[CH:52]=[CH:53][C:22]([C:1]([OH:3])=[O:2])=[CH:23][CH:24]=1)[C:28](=[O:43])[C:29]1[CH:34]=[CH:33][C:32]([NH:35][C:36]([O:38][C:39]([CH3:42])([CH3:41])[CH3:40])=[O:37])=[CH:31][CH:30]=1)([CH3:51])([CH3:50])[CH3:49], predict the reactants needed to synthesize it. The reactants are: [CH:1]([O-:3])=[O:2].[Li+].CCN(C(C)C)C(C)C.C(OC(=O)C)(=O)C.Br[C:22]1[CH:53]=[CH:52][C:25]([CH2:26][N:27]([CH2:44][C:45]([O:47][C:48]([CH3:51])([CH3:50])[CH3:49])=[O:46])[C:28](=[O:43])[C:29]2[CH:34]=[CH:33][C:32]([NH:35][C:36]([O:38][C:39]([CH3:42])([CH3:41])[CH3:40])=[O:37])=[CH:31][CH:30]=2)=[CH:24][CH:23]=1.C(O)(=O)CC(CC(O)=O)(C(O)=O)O. (2) Given the product [CH3:1][C:2]1[CH:10]=[C:9]2[C:5]([CH:6]=[N:7][NH:8]2)=[CH:4][C:3]=1[NH:11][C:12]1[C:13]2[C:20]([C:21]([NH:27][CH:25]([CH3:26])[CH3:24])=[O:22])=[CH:19][NH:18][C:14]=2[N:15]=[CH:16][N:17]=1, predict the reactants needed to synthesize it. The reactants are: [CH3:1][C:2]1[CH:10]=[C:9]2[C:5]([CH:6]=[N:7][NH:8]2)=[CH:4][C:3]=1[NH:11][C:12]1[C:13]2[C:20]([C:21](O)=[O:22])=[CH:19][NH:18][C:14]=2[N:15]=[CH:16][N:17]=1.[CH3:24][CH:25]([NH2:27])[CH3:26]. (3) Given the product [N+:13]([C:9]1[CH:10]=[CH:11][CH:12]=[C:7](/[CH:20]=[CH:21]\[CH3:22])[C:8]=1[C:16]#[N:17])([O-:15])=[O:14], predict the reactants needed to synthesize it. The reactants are: FC(F)(F)S(O[C:7]1[CH:12]=[CH:11][CH:10]=[C:9]([N+:13]([O-:15])=[O:14])[C:8]=1[C:16]#[N:17])(=O)=O.[CH:20](/B(O)O)=[CH:21]/[CH3:22].